Dataset: Forward reaction prediction with 1.9M reactions from USPTO patents (1976-2016). Task: Predict the product of the given reaction. (1) Given the reactants [C:1]([O:5][C:6]([N:8]1[C:16]2[C:11](=[CH:12][CH:13]=[C:14]([N+:17]([O-:19])=[O:18])[CH:15]=2)[C:10](I)=[N:9]1)=[O:7])([CH3:4])([CH3:3])[CH3:2].[O:21]1[CH:25]=[CH:24][CH:23]=[C:22]1B(O)O, predict the reaction product. The product is: [C:1]([O:5][C:6]([N:8]1[C:16]2[C:11](=[CH:12][CH:13]=[C:14]([N+:17]([O-:19])=[O:18])[CH:15]=2)[C:10]([C:22]2[O:21][CH:25]=[CH:24][CH:23]=2)=[N:9]1)=[O:7])([CH3:4])([CH3:3])[CH3:2]. (2) Given the reactants [N+:1]([C:4]1[CH:16]=[CH:15][C:7]2[S:8][C:9]([C:11]([O:13][CH3:14])=[O:12])=[CH:10][C:6]=2[CH:5]=1)([O-])=O, predict the reaction product. The product is: [NH2:1][C:4]1[CH:16]=[CH:15][C:7]2[S:8][C:9]([C:11]([O:13][CH3:14])=[O:12])=[CH:10][C:6]=2[CH:5]=1. (3) Given the reactants [I-].C[N+]1[CH:7]=[CH:6][N:5]([C:8]([N:10]2[CH2:19][CH2:18][C:17]3[N:16]=[CH:15][C:14]([C:20]([F:23])([F:22])[F:21])=[CH:13][C:12]=3[CH2:11]2)=[O:9])[CH:4]=1.N1CC[CH:26]([OH:29])C1.CCN(CC)CC, predict the reaction product. The product is: [OH:29][CH:26]1[CH2:7][CH2:6][N:5]([C:8]([N:10]2[CH2:19][CH2:18][C:17]3[N:16]=[CH:15][C:14]([C:20]([F:21])([F:23])[F:22])=[CH:13][C:12]=3[CH2:11]2)=[O:9])[CH2:4]1. (4) The product is: [S:27]1[C:31]2[CH:32]=[CH:33][CH:34]=[CH:35][C:30]=2[N:29]=[C:28]1[C:2]1[CH:11]=[CH:10][C:9]2[C:4](=[C:5]([Br:12])[CH:6]=[CH:7][CH:8]=2)[N:3]=1. Given the reactants Br[C:2]1[CH:11]=[CH:10][C:9]2[C:4](=[C:5]([Br:12])[CH:6]=[CH:7][CH:8]=2)[N:3]=1.N1C2C(=CC=C3C=2N=CC=C3)C=CC=1.[S:27]1[C:31]2[CH:32]=[CH:33][CH:34]=[CH:35][C:30]=2[N:29]=[CH:28]1.P([O-])([O-])([O-])=O.[K+].[K+].[K+], predict the reaction product. (5) Given the reactants CC(OC([N:8]1[CH2:13][CH2:12][C:11]([C:17]2[CH:22]=[CH:21][CH:20]=[CH:19][CH:18]=2)([C:14]([OH:16])=[O:15])[CH2:10][CH2:9]1)=O)(C)C.[H][H].[ClH:25], predict the reaction product. The product is: [ClH:25].[CH:17]1([C:11]2([C:14]([OH:16])=[O:15])[CH2:10][CH2:9][NH:8][CH2:13][CH2:12]2)[CH2:18][CH2:19][CH2:20][CH2:21][CH2:22]1. (6) Given the reactants [CH3:1][N:2]([CH:29]1[CH2:34][C:33]([CH3:36])([CH3:35])[NH:32][C:31]([CH3:38])([CH3:37])[CH2:30]1)[C:3]1[N:8]=[N:7][C:6]([C:9]2[CH:14]=[CH:13][C:12]([C:15]3[N:16]=[CH:17][N:18](COCC[Si](C)(C)C)[CH:19]=3)=[CH:11][C:10]=2[OH:28])=[CH:5][CH:4]=1.C(Cl)Cl.Cl.B(Br)(Br)Br, predict the reaction product. The product is: [NH:18]1[CH:19]=[C:15]([C:12]2[CH:13]=[CH:14][C:9]([C:6]3[N:7]=[N:8][C:3]([N:2]([CH3:1])[CH:29]4[CH2:34][C:33]([CH3:35])([CH3:36])[NH:32][C:31]([CH3:38])([CH3:37])[CH2:30]4)=[CH:4][CH:5]=3)=[C:10]([OH:28])[CH:11]=2)[N:16]=[CH:17]1.